Dataset: Reaction yield outcomes from USPTO patents with 853,638 reactions. Task: Predict the reaction yield, written as a fraction of the theoretical maximum amount of product (1.0 means a 100% yield; for example, 0.34 means a 34% yield). (1) The reactants are N(C(OCC)=O)=NC(OCC)=O.[Cl:13][C:14]1[C:23]2[C:18](=[CH:19][C:20]([OH:26])=[C:21]([C:24]#[N:25])[CH:22]=2)[N:17]=[CH:16][CH:15]=1.[N:27]1([CH2:32][CH2:33]O)[CH:31]=[CH:30][N:29]=[N:28]1.C1(P(C2C=CC=CC=2)C2C=CC=CC=2)C=CC=CC=1. The catalyst is C(Cl)Cl. The product is [Cl:13][C:14]1[C:23]2[C:18](=[CH:19][C:20]([O:26][CH2:33][CH2:32][N:27]3[CH:31]=[CH:30][N:29]=[N:28]3)=[C:21]([C:24]#[N:25])[CH:22]=2)[N:17]=[CH:16][CH:15]=1. The yield is 0.320. (2) The reactants are C(Cl)(=O)C(Cl)=O.[CH3:7][O:8][C:9]1[C:10]([N+:18]([O-:20])=[O:19])=[C:11]([CH:15]=[CH:16][CH:17]=1)[C:12]([OH:14])=O.[CH2:21]([O:23][CH:24]([O:27][CH2:28][CH3:29])[CH2:25][NH2:26])[CH3:22].C(N(CC)CC)C. The catalyst is ClCCl.CN(C)C=O. The product is [CH2:21]([O:23][CH:24]([O:27][CH2:28][CH3:29])[CH2:25][NH:26][C:12](=[O:14])[C:11]1[CH:15]=[CH:16][CH:17]=[C:9]([O:8][CH3:7])[C:10]=1[N+:18]([O-:20])=[O:19])[CH3:22]. The yield is 0.970. (3) The reactants are [C:1]1([CH3:11])[CH:6]=[CH:5][C:4]([S:7]([NH2:10])(=[O:9])=[O:8])=[CH:3][CH:2]=1.[H-].[Na+].Br[CH2:15][C:16]1[C:21]([CH2:22]Br)=[C:20]([F:24])[CH:19]=[CH:18][C:17]=1[F:25]. The catalyst is CN(C)C=O. The product is [F:24][C:20]1[CH:19]=[CH:18][C:17]([F:25])=[C:16]2[C:21]=1[CH2:22][N:10]([S:7]([C:4]1[CH:3]=[CH:2][C:1]([CH3:11])=[CH:6][CH:5]=1)(=[O:8])=[O:9])[CH2:15]2. The yield is 0.560. (4) The reactants are [OH:1][C:2]1[CH:3]=[C:4]([CH:19]=[CH:20][CH:21]=1)[CH:5]=[C:6]1[CH2:11][CH2:10][N:9]([C:12]([O:14][C:15]([CH3:18])([CH3:17])[CH3:16])=[O:13])[CH2:8][CH2:7]1.Br[C:23]1[CH:28]=[CH:27][C:26]([F:29])=[CH:25][N:24]=1.C(=O)([O-])[O-].[Cs+].[Cs+]. The product is [C:15]([O:14][C:12]([N:9]1[CH2:8][CH2:7][C:6](=[CH:5][C:4]2[CH:19]=[CH:20][CH:21]=[C:2]([O:1][C:23]3[CH:28]=[CH:27][C:26]([F:29])=[CH:25][N:24]=3)[CH:3]=2)[CH2:11][CH2:10]1)=[O:13])([CH3:18])([CH3:16])[CH3:17]. The catalyst is C1(C)C=CC=CC=1.CC#N.CC#N.CC#N.CC#N.F[P-](F)(F)(F)(F)F.[Cu+]. The yield is 0.410. (5) The catalyst is C1(C)C=CC=CC=1. The yield is 1.00. The reactants are [OH:1][CH:2]([C:4]1[CH:9]=[CH:8][CH:7]=[CH:6][C:5]=1[CH:10]([OH:12])[CH3:11])[CH3:3].CN([P:16](N(C)C)[C:17]1[CH:22]=[CH:21][CH:20]=[CH:19][CH:18]=1)C. The product is [CH3:3][CH:2]1[C:4]2[CH:9]=[CH:8][CH:7]=[CH:6][C:5]=2[CH:10]([CH3:11])[O:12][P:16]([C:17]2[CH:22]=[CH:21][CH:20]=[CH:19][CH:18]=2)[O:1]1. (6) The reactants are [CH3:1][O:2][C:3]1[CH:12]=[C:11]2[C:6]([C:7]([NH:28][C:29]3[CH:30]=[C:31]4[C:35](=[CH:36][CH:37]=3)[N:34](C(OC(C)(C)C)=O)[N:33]=[CH:32]4)=[N:8][C:9]([C:13]3[CH:18]=[CH:17][CH:16]=[C:15]([NH:19][C:20](=[O:27])[C:21]4[CH:26]=[CH:25][CH:24]=[N:23][CH:22]=4)[CH:14]=3)=[N:10]2)=[CH:5][C:4]=1[O:45][CH2:46][CH2:47][O:48][CH3:49].[C:50]([OH:56])([C:52]([F:55])([F:54])[F:53])=[O:51]. The catalyst is C(Cl)Cl. The product is [F:53][C:52]([F:55])([F:54])[C:50]([OH:56])=[O:51].[NH:34]1[C:35]2[C:31](=[CH:30][C:29]([NH:28][C:7]3[C:6]4[C:11](=[CH:12][C:3]([O:2][CH3:1])=[C:4]([O:45][CH2:46][CH2:47][O:48][CH3:49])[CH:5]=4)[N:10]=[C:9]([C:13]4[CH:14]=[C:15]([NH:19][C:20](=[O:27])[C:21]5[CH:26]=[CH:25][CH:24]=[N:23][CH:22]=5)[CH:16]=[CH:17][CH:18]=4)[N:8]=3)=[CH:37][CH:36]=2)[CH:32]=[N:33]1. The yield is 0.710.